From a dataset of Reaction yield outcomes from USPTO patents with 853,638 reactions. Predict the reaction yield, written as a fraction of the theoretical maximum amount of product (1.0 means a 100% yield; for example, 0.34 means a 34% yield). (1) The product is [C:19]([O:18][C:16](=[O:17])[CH:15]([C:8]1[C:3]([C:4]([O:6][CH3:7])=[O:5])=[C:2]([Cl:1])[N:11]=[CH:10][CH:9]=1)[C:13]#[N:14])([CH3:22])([CH3:21])[CH3:20]. The reactants are [Cl:1][C:2]1[N:11]=[CH:10][CH:9]=[C:8](I)[C:3]=1[C:4]([O:6][CH3:7])=[O:5].[C:13]([CH2:15][C:16]([O:18][C:19]([CH3:22])([CH3:21])[CH3:20])=[O:17])#[N:14].C([O-])([O-])=O.[K+].[K+]. The yield is 0.660. The catalyst is CN(C=O)C.[Cu]I. (2) The reactants are [Br:1][C:2]1[CH:3]=[C:4]([CH:8]=[C:9]([OH:11])[CH:10]=1)[C:5]([OH:7])=[O:6].[CH3:12]C1C=CC(S(O)(=O)=O)=CC=1.C([O-])(O)=O.[Na+]. The catalyst is CO. The product is [Br:1][C:2]1[CH:3]=[C:4]([CH:8]=[C:9]([OH:11])[CH:10]=1)[C:5]([O:7][CH3:12])=[O:6]. The yield is 0.730. (3) The reactants are Cl.[NH2:2][CH:3]([C:9](=[O:15])[C:10]1[S:11][CH:12]=[CH:13][CH:14]=1)[C:4]([O:6][CH2:7][CH3:8])=[O:5].O.OC1C2N=NNC=2C=CC=1.[F:27][C:28]1[CH:36]=[CH:35][CH:34]=[C:33]([F:37])[C:29]=1[C:30](O)=[O:31].C(N(CC)CC)C.Cl.CN(C)CCCN=C=NCC. The catalyst is CN(C=O)C. The product is [F:27][C:28]1[CH:36]=[CH:35][CH:34]=[C:33]([F:37])[C:29]=1[C:30]([NH:2][CH:3]([C:9](=[O:15])[C:10]1[S:11][CH:12]=[CH:13][CH:14]=1)[C:4]([O:6][CH2:7][CH3:8])=[O:5])=[O:31]. The yield is 0.200. (4) The reactants are [N:1]1([C@@H:6]2[CH2:10][NH:9][CH2:8][C@H:7]2[OH:11])[CH2:5][CH2:4][CH2:3][CH2:2]1.Cl[C:13]([CH3:17])([CH3:16])[C:14]#[CH:15].CCN(CC)CC. The catalyst is [Cu]I.C1COCC1. The product is [CH3:16][C:13]([N:9]1[CH2:10][C@@H:6]([N:1]2[CH2:2][CH2:3][CH2:4][CH2:5]2)[C@H:7]([OH:11])[CH2:8]1)([C:14]#[CH:15])[CH3:17]. The yield is 0.450. (5) The reactants are Cl.[NH2:2][C@@H:3]([C:14]([NH2:16])=[O:15])[CH2:4][C:5]1[C:13]2[C:8](=[CH:9][CH:10]=[CH:11][CH:12]=2)[NH:7][CH:6]=1.[NH:17]([C:32]([O:34][C:35]([CH3:38])([CH3:37])[CH3:36])=[O:33])[C@@H:18]([C:29]([OH:31])=O)[CH2:19][C:20]1[C:28]2[C:23](=[CH:24][CH:25]=[CH:26][CH:27]=2)[NH:22][CH:21]=1.CN1CCOCC1.F[P-](F)(F)(F)(F)F.N1(O[P+](N(C)C)(N(C)C)N(C)C)C2C=CC=CC=2N=N1. The catalyst is CN(C=O)C.C(OCC)(=O)C. The product is [NH:17]([C:32]([O:34][C:35]([CH3:38])([CH3:37])[CH3:36])=[O:33])[C@@H:18]([C:29]([NH:2][C@@H:3]([C:14]([NH2:16])=[O:15])[CH2:4][C:5]1[C:13]2[C:8](=[CH:9][CH:10]=[CH:11][CH:12]=2)[NH:7][CH:6]=1)=[O:31])[CH2:19][C:20]1[C:28]2[C:23](=[CH:24][CH:25]=[CH:26][CH:27]=2)[NH:22][CH:21]=1. The yield is 0.850.